This data is from Forward reaction prediction with 1.9M reactions from USPTO patents (1976-2016). The task is: Predict the product of the given reaction. (1) Given the reactants C=CC1C=CC=CC=1.C(O)(=O)C(C)=C.CO.[OH-].[K+].O.[CH3:20][C:21]1[C:26]([NH:27][C:28]2[C:33]3[C:34]([Cl:41])=[C:35]([Cl:40])[C:36]([Cl:39])=[C:37]([Cl:38])[C:32]=3[C:30](=[O:31])[N:29]=2)=[CH:25][CH:24]=[CH:23][C:22]=1[NH:42][C:43]1[C:48]2[C:49]([Cl:56])=[C:50]([Cl:55])[C:51]([Cl:54])=[C:52]([Cl:53])[C:47]=2[C:45](=[O:46])[N:44]=1, predict the reaction product. The product is: [C:30]1(=[O:31])[C:32]2[C:33](=[CH:34][CH:35]=[CH:36][CH:37]=2)[CH2:28][NH:29]1.[CH3:20][C:21]1[C:22]([NH:42][C:43]2[C:48]3[C:49]([Cl:56])=[C:50]([Cl:55])[C:51]([Cl:54])=[C:52]([Cl:53])[C:47]=3[C:45](=[O:46])[N:44]=2)=[CH:23][CH:24]=[CH:25][C:26]=1[NH:27][C:28]1[C:33]2[C:34]([Cl:41])=[C:35]([Cl:40])[C:36]([Cl:39])=[C:37]([Cl:38])[C:32]=2[C:30](=[O:31])[N:29]=1. (2) Given the reactants [C:1]1([CH:7](CC)[C:8](O)=O)[CH:6]=[CH:5][CH:4]=[CH:3][CH:2]=1.[C:13]1([CH3:25])[CH:18]=[CH:17][CH:16]=[CH:15][C:14]=1[N:19]1[CH2:24][CH2:23][NH:22][CH2:21][CH2:20]1.CCN([CH2:31][CH3:32])CC.C(P1(=O)OP(CCC)(=O)OP(CCC)(=O)[O:37]1)CC, predict the reaction product. The product is: [C:1]1([CH2:7][CH2:8][CH2:31][C:32]([N:22]2[CH2:21][CH2:20][N:19]([C:14]3[CH:15]=[CH:16][CH:17]=[CH:18][C:13]=3[CH3:25])[CH2:24][CH2:23]2)=[O:37])[CH:6]=[CH:5][CH:4]=[CH:3][CH:2]=1.